Task: Regression. Given a peptide amino acid sequence and an MHC pseudo amino acid sequence, predict their binding affinity value. This is MHC class I binding data.. Dataset: Peptide-MHC class I binding affinity with 185,985 pairs from IEDB/IMGT (1) The peptide sequence is IIKSDHEFVK. The MHC is HLA-A33:01 with pseudo-sequence HLA-A33:01. The binding affinity (normalized) is 0. (2) The peptide sequence is KLTEEIIKL. The MHC is HLA-C15:02 with pseudo-sequence HLA-C15:02. The binding affinity (normalized) is 0.0847. (3) The peptide sequence is KEKGGLEGM. The MHC is HLA-A11:01 with pseudo-sequence HLA-A11:01. The binding affinity (normalized) is 0.154. (4) The peptide sequence is LPPERRQPF. The MHC is HLA-B27:05 with pseudo-sequence HLA-B27:05. The binding affinity (normalized) is 0.0847. (5) The peptide sequence is VSFIEFVGW. The MHC is HLA-B44:03 with pseudo-sequence HLA-B44:03. The binding affinity (normalized) is 0.301. (6) The peptide sequence is TMRIYCSLFK. The MHC is Patr-A0101 with pseudo-sequence Patr-A0101. The binding affinity (normalized) is 0.470. (7) The peptide sequence is RIYKTIKQY. The MHC is HLA-B46:01 with pseudo-sequence HLA-B46:01. The binding affinity (normalized) is 0.0847.